This data is from Forward reaction prediction with 1.9M reactions from USPTO patents (1976-2016). The task is: Predict the product of the given reaction. Given the reactants [N:1]1[CH:6]=[CH:5][CH:4]=[N:3][C:2]=1[C:7]1[CH:12]=[CH:11][C:10]([CH2:13][OH:14])=[CH:9][CH:8]=1.[H-].[Na+].[CH2:17]([O:19]C(OCC)CBr)[CH3:18].Cl.[OH-].[Na+], predict the reaction product. The product is: [N:1]1[CH:6]=[CH:5][CH:4]=[N:3][C:2]=1[C:7]1[CH:12]=[CH:11][C:10]([CH2:13][O:14][CH2:18][CH:17]=[O:19])=[CH:9][CH:8]=1.